Task: Predict which catalyst facilitates the given reaction.. Dataset: Catalyst prediction with 721,799 reactions and 888 catalyst types from USPTO (1) Reactant: [CH3:1][S:2][C:3]1[CH:4]=[C:5]([N:9]2[CH:14]=[CH:13][C:12](=[O:15])[C:11]([C:16]3[N:20]([C:21]4[CH:26]=[CH:25][CH:24]=[CH:23][CH:22]=4)[N:19]=[CH:18][CH:17]=3)=[N:10]2)[CH:6]=[CH:7][CH:8]=1.CSC1C=C(N2C=CC(=[O:41])C(C3C=CN(C4C=CC=CC=4)N=3)=N2)C=CC=1.C(=O)(O)[O-].[Na+].ClC1C=C(C=CC=1)C(OO)=O. Product: [CH3:1][S:2]([C:3]1[CH:4]=[C:5]([N:9]2[CH:14]=[CH:13][C:12](=[O:15])[C:11]([C:16]3[N:20]([C:21]4[CH:26]=[CH:25][CH:24]=[CH:23][CH:22]=4)[N:19]=[CH:18][CH:17]=3)=[N:10]2)[CH:6]=[CH:7][CH:8]=1)=[O:41]. The catalyst class is: 2. (2) Reactant: [CH2:1]([C:5]12[CH2:22][C:21](=[O:23])[C:20]([CH3:24])=[C:6]1[C:7]1[C:12]([CH2:13][CH2:14]2)=[C:11]([CH3:15])[C:10]([O:16]COC)=[CH:9][CH:8]=1)[CH2:2][CH2:3][CH3:4].Cl. Product: [CH2:1]([C:5]12[CH2:22][C:21](=[O:23])[C:20]([CH3:24])=[C:6]1[C:7]1[C:12]([CH2:13][CH2:14]2)=[C:11]([CH3:15])[C:10]([OH:16])=[CH:9][CH:8]=1)[CH2:2][CH2:3][CH3:4]. The catalyst class is: 191. (3) Reactant: [CH3:1][C:2]1[N:7]=[C:6]([N:8]2[CH2:13][CH2:12][CH:11]([C:14]([OH:16])=O)[CH2:10][CH2:9]2)[CH:5]=[CH:4][CH:3]=1.C(Cl)(=O)C(Cl)=O.[F:23][C:24]1[CH:25]=[CH:26][C:27]2[NH:36][CH2:35][CH2:34][C:33]3[N:32]=[C:31]([N:37]4[CH2:42][CH2:41][O:40][CH2:39][CH2:38]4)[NH:30][C:29]=3[C:28]=2[CH:43]=1.C(N(CC)CC)C.C([O-])(O)=O.[Na+]. Product: [F:23][C:24]1[CH:25]=[CH:26][C:27]2[N:36]([C:14]([CH:11]3[CH2:10][CH2:9][N:8]([C:6]4[CH:5]=[CH:4][CH:3]=[C:2]([CH3:1])[N:7]=4)[CH2:13][CH2:12]3)=[O:16])[CH2:35][CH2:34][C:33]3[N:32]=[C:31]([N:37]4[CH2:42][CH2:41][O:40][CH2:39][CH2:38]4)[NH:30][C:29]=3[C:28]=2[CH:43]=1. The catalyst class is: 59. (4) Reactant: [Cl:1][C:2]1[CH:3]=[C:4]([N:8]([CH2:38][CH2:39][CH2:40][NH:41][C:42]([O:44][CH3:45])=[O:43])[C:9]2[CH:10]=[C:11]([CH:35]=[CH:36][CH:37]=2)[C:12]([NH:14][C@@H:15]([CH2:28][CH:29]2[CH2:34][CH2:33][CH2:32][CH2:31][CH2:30]2)[CH2:16][N:17](C)[C:18](=O)OCC[Si](C)(C)C)=[O:13])[CH:5]=[CH:6][CH:7]=1.[F:46][C:47]([F:52])([F:51])[C:48]([OH:50])=[O:49]. Product: [C:48]([OH:50])([C:47]([F:52])([F:51])[F:46])=[O:49].[Cl:1][C:2]1[CH:3]=[C:4]([N:8]([C:9]2[CH:37]=[CH:36][CH:35]=[C:11]([C:12](=[O:13])[NH:14][C@H:15]([CH2:16][NH:17][CH3:18])[CH2:28][CH:29]3[CH2:30][CH2:31][CH2:32][CH2:33][CH2:34]3)[CH:10]=2)[CH2:38][CH2:39][CH2:40][NH:41][C:42](=[O:43])[O:44][CH3:45])[CH:5]=[CH:6][CH:7]=1. The catalyst class is: 2. (5) Reactant: [Cl:1][C:2]1[CH:3]=[C:4]([CH2:17][C:18]2[O:22][C:21]([C:23](O)=[O:24])=[CH:20][CH:19]=2)[C:5]2[O:9][C:8]([C:10]3[CH:15]=[CH:14][CH:13]=[CH:12][CH:11]=3)=[CH:7][C:6]=2[CH:16]=1.[NH:26]1[CH2:31][CH2:30][O:29][CH2:28][CH2:27]1.OC1C2N=NNC=2C=CC=1.CCN=C=NCCCN(C)C. Product: [Cl:1][C:2]1[CH:3]=[C:4]([CH2:17][C:18]2[O:22][C:21]([C:23]([N:26]3[CH2:31][CH2:30][O:29][CH2:28][CH2:27]3)=[O:24])=[CH:20][CH:19]=2)[C:5]2[O:9][C:8]([C:10]3[CH:15]=[CH:14][CH:13]=[CH:12][CH:11]=3)=[CH:7][C:6]=2[CH:16]=1. The catalyst class is: 248. (6) Reactant: [C:1]([O:5][C:6]([N:8]1[CH2:13][CH:12]=[C:11]([C:14]2[CH:18]=[CH:17][O:16][CH:15]=2)[CH2:10][CH2:9]1)=[O:7])([CH3:4])([CH3:3])[CH3:2].B.[O:20]1CCCC1. Product: [C:1]([O:5][C:6]([N:8]1[CH2:9][CH2:10][CH:11]([C:14]2[CH:18]=[CH:17][O:16][CH:15]=2)[CH:12]([OH:20])[CH2:13]1)=[O:7])([CH3:4])([CH3:2])[CH3:3]. The catalyst class is: 1.